From a dataset of Forward reaction prediction with 1.9M reactions from USPTO patents (1976-2016). Predict the product of the given reaction. (1) Given the reactants [C:1]([NH:9][NH:10][C:11]([NH:13][C:14]1[CH:42]=[CH:41][C:17]([O:18][C:19]2[CH:24]=[CH:23][N:22]=[C:21]3[CH:25]=[C:26]([C:28]4[CH2:33][CH2:32][N:31](C(OC(C)(C)C)=O)[CH2:30][CH:29]=4)[S:27][C:20]=23)=[C:16]([F:43])[CH:15]=1)=[O:12])(=[O:8])[C:2]1[CH:7]=[CH:6][CH:5]=[CH:4][CH:3]=1, predict the reaction product. The product is: [C:1]([NH:9][NH:10][C:11]([NH:13][C:14]1[CH:42]=[CH:41][C:17]([O:18][C:19]2[CH:24]=[CH:23][N:22]=[C:21]3[CH:25]=[C:26]([C:28]4[CH2:33][CH2:32][NH:31][CH2:30][CH:29]=4)[S:27][C:20]=23)=[C:16]([F:43])[CH:15]=1)=[O:12])(=[O:8])[C:2]1[CH:7]=[CH:6][CH:5]=[CH:4][CH:3]=1. (2) Given the reactants [NH2:1][C:2]1[N:10]=[CH:9][CH:8]=[CH:7][C:3]=1[C:4]([OH:6])=O.C([O-])([O-])OC.[NH3:16].[CH3:17]O, predict the reaction product. The product is: [N:1]1[C:2]2[N:10]=[CH:9][CH:8]=[CH:7][C:3]=2[C:4](=[O:6])[NH:16][CH:17]=1. (3) Given the reactants C(=O)([O-])[O-].[Cs+].[Cs+].O1[C:11]2[CH:12]=[CH:13][C:14]([CH:16]3[CH2:18][N:17]3[C:19]3[CH:23]4OC(C)(C)OC4C(=O)C=3)=[CH:15][C:10]=2OC1, predict the reaction product. The product is: [CH:16]1[C:14]2[CH:13]=[CH:12][CH:11]=[CH:10][C:15]=2[CH:23]=[CH:19][NH:17][CH:18]=1. (4) Given the reactants [BH4-].[Na+].[CH3:3][O:4][C:5]1[CH:20]=[CH:19][C:8]([CH2:9][NH:10][C:11](=O)[CH2:12][CH2:13][CH:14]([OH:17])[CH2:15][CH3:16])=[CH:7][CH:6]=1.C(O)(=O)C, predict the reaction product. The product is: [CH3:3][O:4][C:5]1[CH:6]=[CH:7][C:8]([CH2:9][NH:10][CH2:11][CH2:12][CH2:13][CH:14]([OH:17])[CH2:15][CH3:16])=[CH:19][CH:20]=1. (5) Given the reactants [N:1]1([C:6]2[CH:12]=[CH:11][C:9]([NH2:10])=[CH:8][CH:7]=2)[CH:5]=[N:4][N:3]=[N:2]1.[C:13]([O:17][C:18]([N:20]1[CH2:25][CH2:24][C:23](=O)[CH2:22][CH2:21]1)=[O:19])([CH3:16])([CH3:15])[CH3:14].C(O)(=O)C.C(O[BH-](OC(=O)C)OC(=O)C)(=O)C.[Na+].C(=O)([O-])O.[Na+], predict the reaction product. The product is: [N:1]1([C:6]2[CH:12]=[CH:11][C:9]([NH:10][CH:23]3[CH2:24][CH2:25][N:20]([C:18]([O:17][C:13]([CH3:16])([CH3:15])[CH3:14])=[O:19])[CH2:21][CH2:22]3)=[CH:8][CH:7]=2)[CH:5]=[N:4][N:3]=[N:2]1. (6) Given the reactants Cl.[CH3:2][O:3][N:4]1[CH2:10][CH2:9][NH:8][NH:7][CH2:6][CH2:5]1.C(N(CC)CC)C.[Cl:18][C:19]1[CH:24]=[C:23]([CH3:25])[C:22]([CH:26]([C:30](N)=[O:31])[C:27](N)=[O:28])=[C:21]([CH3:33])[CH:20]=1, predict the reaction product. The product is: [Cl:18][C:19]1[CH:20]=[C:21]([CH3:33])[C:22]([CH:26]2[C:30](=[O:31])[N:7]3[CH2:6][CH2:5][N:4]([O:3][CH3:2])[CH2:10][CH2:9][N:8]3[C:27]2=[O:28])=[C:23]([CH3:25])[CH:24]=1. (7) Given the reactants [CH2:1]([O:8][C:9]([C:11]1[O:12][C:13]([CH:16]=[O:17])=[CH:14][CH:15]=1)=[O:10])[C:2]1[CH:7]=[CH:6][CH:5]=[CH:4][CH:3]=1.[C:18]([O:22][C:23](=[O:26])[CH:24]=[CH2:25])([CH3:21])([CH3:20])[CH3:19].N12CCN(CC1)CC2, predict the reaction product. The product is: [C:18]([O:22][C:23](=[O:26])[C:24]([CH:16]([C:13]1[O:12][C:11]([C:9]([O:8][CH2:1][C:2]2[CH:7]=[CH:6][CH:5]=[CH:4][CH:3]=2)=[O:10])=[CH:15][CH:14]=1)[OH:17])=[CH2:25])([CH3:21])([CH3:20])[CH3:19].